From a dataset of NCI-60 drug combinations with 297,098 pairs across 59 cell lines. Regression. Given two drug SMILES strings and cell line genomic features, predict the synergy score measuring deviation from expected non-interaction effect. (1) Drug 1: CC1=C(C=C(C=C1)NC2=NC=CC(=N2)N(C)C3=CC4=NN(C(=C4C=C3)C)C)S(=O)(=O)N.Cl. Drug 2: CC(C)(C#N)C1=CC(=CC(=C1)CN2C=NC=N2)C(C)(C)C#N. Cell line: RPMI-8226. Synergy scores: CSS=-8.99, Synergy_ZIP=7.63, Synergy_Bliss=4.44, Synergy_Loewe=1.30, Synergy_HSA=-3.47. (2) Drug 1: C1CC(C1)(C(=O)O)C(=O)O.[NH2-].[NH2-].[Pt+2]. Drug 2: C(CC(=O)O)C(=O)CN.Cl. Cell line: ACHN. Synergy scores: CSS=5.73, Synergy_ZIP=-3.92, Synergy_Bliss=-4.57, Synergy_Loewe=0.105, Synergy_HSA=-1.03. (3) Drug 1: COC1=C(C=C2C(=C1)N=CN=C2NC3=CC(=C(C=C3)F)Cl)OCCCN4CCOCC4. Drug 2: CC=C1C(=O)NC(C(=O)OC2CC(=O)NC(C(=O)NC(CSSCCC=C2)C(=O)N1)C(C)C)C(C)C. Cell line: UO-31. Synergy scores: CSS=46.3, Synergy_ZIP=1.14, Synergy_Bliss=6.70, Synergy_Loewe=7.84, Synergy_HSA=7.87. (4) Drug 1: CC1=CC2C(CCC3(C2CCC3(C(=O)C)OC(=O)C)C)C4(C1=CC(=O)CC4)C. Drug 2: C1C(C(OC1N2C=NC(=NC2=O)N)CO)O. Cell line: A498. Synergy scores: CSS=2.21, Synergy_ZIP=-1.84, Synergy_Bliss=-1.52, Synergy_Loewe=-1.51, Synergy_HSA=-1.41. (5) Drug 1: CC1OCC2C(O1)C(C(C(O2)OC3C4COC(=O)C4C(C5=CC6=C(C=C35)OCO6)C7=CC(=C(C(=C7)OC)O)OC)O)O. Drug 2: C1=NC2=C(N1)C(=S)N=C(N2)N. Cell line: HT29. Synergy scores: CSS=67.0, Synergy_ZIP=8.89, Synergy_Bliss=8.44, Synergy_Loewe=6.85, Synergy_HSA=12.0. (6) Drug 1: CC1=C2C(C(=O)C3(C(CC4C(C3C(C(C2(C)C)(CC1OC(=O)C(C(C5=CC=CC=C5)NC(=O)OC(C)(C)C)O)O)OC(=O)C6=CC=CC=C6)(CO4)OC(=O)C)OC)C)OC. Drug 2: CCCS(=O)(=O)NC1=C(C(=C(C=C1)F)C(=O)C2=CNC3=C2C=C(C=N3)C4=CC=C(C=C4)Cl)F. Cell line: NCIH23. Synergy scores: CSS=51.3, Synergy_ZIP=13.6, Synergy_Bliss=12.7, Synergy_Loewe=-37.6, Synergy_HSA=8.42. (7) Drug 1: CC1=C(C(=CC=C1)Cl)NC(=O)C2=CN=C(S2)NC3=CC(=NC(=N3)C)N4CCN(CC4)CCO. Drug 2: C1CNP(=O)(OC1)N(CCCl)CCCl. Cell line: K-562. Synergy scores: CSS=57.1, Synergy_ZIP=1.17, Synergy_Bliss=-2.21, Synergy_Loewe=-31.7, Synergy_HSA=-1.37.